Predict the reaction yield, written as a fraction of the theoretical maximum amount of product (1.0 means a 100% yield; for example, 0.34 means a 34% yield). From a dataset of Reaction yield outcomes from USPTO patents with 853,638 reactions. (1) The reactants are [Cl:1][C:2]1[CH:3]=[CH:4][C:5]2[S:9][C:8]([CH2:10][O:11][C:12]3[C:13]([F:23])=[C:14]([C:19](=[N:21]O)[NH2:20])[C:15]([F:18])=[CH:16][CH:17]=3)=[N:7][C:6]=2[CH:24]=1.C([O-])=O.[NH4+]. The catalyst is C(O)(=O)C.[Pd]. The product is [Cl:1][C:2]1[CH:3]=[CH:4][C:5]2[S:9][C:8]([CH2:10][O:11][C:12]3[C:13]([F:23])=[C:14]([C:19](=[NH:20])[NH2:21])[C:15]([F:18])=[CH:16][CH:17]=3)=[N:7][C:6]=2[CH:24]=1. The yield is 0.210. (2) The reactants are [CH3:1][O:2][C:3](=[O:23])[CH:4]=[CH:5][C:6]1[CH:11]=[CH:10][C:9]([C:12]2[C:21]3[C:16](=[CH:17][CH:18]=[CH:19][CH:20]=3)[CH2:15][CH2:14][C:13]=2Br)=[CH:8][CH:7]=1.[C:24]1(B(O)O)[CH:29]=[CH:28][CH:27]=[CH:26][CH:25]=1. The catalyst is CC#N. The product is [CH3:1][O:2][C:3](=[O:23])[CH:4]=[CH:5][C:6]1[CH:11]=[CH:10][C:9]([C:12]2[C:21]3[C:16](=[CH:17][CH:18]=[CH:19][CH:20]=3)[CH2:15][CH2:14][C:13]=2[C:24]2[CH:29]=[CH:28][CH:27]=[CH:26][CH:25]=2)=[CH:8][CH:7]=1. The yield is 0.500.